Dataset: Catalyst prediction with 721,799 reactions and 888 catalyst types from USPTO. Task: Predict which catalyst facilitates the given reaction. (1) Reactant: [Br:1][C:2]1[CH:7]=[CH:6][C:5]([N:8]2[C:19]3[C:11](=[C:12]4[N:16]([C:17](=[O:21])[C:18]=3[CH3:20])[CH2:15][CH2:14][CH2:13]4)[NH:10][C:9]2=[O:22])=[C:4]([F:23])[CH:3]=1.[CH2:24]([C:27]1([S:30](Cl)(=[O:32])=[O:31])[CH2:29][CH2:28]1)[CH:25]=[CH2:26].CO. Product: [CH2:24]([C:27]1([S:30]([N:10]2[C:11]3[C:19](=[C:18]([CH3:20])[C:17](=[O:21])[N:16]4[C:12]=3[CH2:13][CH2:14][CH2:15]4)[N:8]([C:5]3[CH:6]=[CH:7][C:2]([Br:1])=[CH:3][C:4]=3[F:23])[C:9]2=[O:22])(=[O:32])=[O:31])[CH2:29][CH2:28]1)[CH:25]=[CH2:26]. The catalyst class is: 64. (2) Reactant: [Li+].CC([N-]C(C)C)C.C(=O)=O.CO.C(OP([CH2:22]/[CH:23]=[CH:24]/[C:25]([O:27][CH2:28][CH3:29])=[O:26])(OCC)=O)C.[CH:30](=O)[C:31]1[CH:36]=[CH:35][CH:34]=[N:33][CH:32]=1. Product: [N:33]1[CH:34]=[CH:35][CH:36]=[C:31]([CH:30]=[CH:22][CH:23]=[CH:24][C:25]([O:27][CH2:28][CH3:29])=[O:26])[CH:32]=1. The catalyst class is: 559. (3) Reactant: [CH3:1][O:2][C:3]1[C:8]2[S:9][C:10](B(O)O)=[CH:11][C:7]=2[CH:6]=[CH:5][CH:4]=1.[CH3:15][N:16]([CH2:18][C:19]1[CH:24]2[CH2:25][CH:21]([CH2:22][CH2:23]2)[C:20]=1OS(C(F)(F)F)(=O)=O)[CH3:17].[Cl-:34].[Li+].C([O-])([O-])=O.[Na+].[Na+]. Product: [ClH:34].[CH3:15][N:16]([CH3:17])[CH2:18][C:19]1[CH:24]2[CH2:25][CH:21]([C:20]=1[C:10]1[S:9][C:8]3[C:3]([O:2][CH3:1])=[CH:4][CH:5]=[CH:6][C:7]=3[CH:11]=1)[CH2:22][CH2:23]2. The catalyst class is: 837.